Dataset: Reaction yield outcomes from USPTO patents with 853,638 reactions. Task: Predict the reaction yield, written as a fraction of the theoretical maximum amount of product (1.0 means a 100% yield; for example, 0.34 means a 34% yield). (1) The yield is 0.350. The product is [N:9]1[CH:14]=[CH:13][CH:12]=[C:11]([C:2]2[N:7]=[CH:6][N:5]=[C:4]([NH2:8])[CH:3]=2)[CH:10]=1. The catalyst is COCCOC.CCO.O.Cl[Pd](Cl)([P](C1C=CC=CC=1)(C1C=CC=CC=1)C1C=CC=CC=1)[P](C1C=CC=CC=1)(C1C=CC=CC=1)C1C=CC=CC=1. The reactants are Cl[C:2]1[N:7]=[CH:6][N:5]=[C:4]([NH2:8])[CH:3]=1.[N:9]1[CH:14]=[CH:13][C:12](B(O)O)=[CH:11][CH:10]=1.C([O-])([O-])=O.[Na+].[Na+]. (2) The reactants are Br[C:2]1[CH:9]=[C:8]([Cl:10])[CH:7]=[C:6]([F:11])[C:3]=1[C:4]#[N:5].[Br:12][C:13]1[CH:14]=[C:15]([CH:19]=[CH:20][CH:21]=1)[C:16](Cl)=[O:17]. No catalyst specified. The product is [Br:12][C:13]1[CH:14]=[C:15]([CH:19]=[CH:20][CH:21]=1)[C:16]([C:2]1[CH:9]=[C:8]([Cl:10])[CH:7]=[C:6]([F:11])[C:3]=1[C:4]#[N:5])=[O:17]. The yield is 0.550. (3) The reactants are [Cl:1][C:2]1[CH:7]=[CH:6][CH:5]=[C:4](I)[CH:3]=1.[CH2:9]([O:11][CH:12]([O:15][CH2:16][CH3:17])[C:13]#[CH:14])[CH3:10]. The catalyst is C(N(CC)CC)C. The product is [Cl:1][C:2]1[CH:7]=[CH:6][CH:5]=[C:4]([C:14]#[C:13][CH:12]([O:15][CH2:16][CH3:17])[O:11][CH2:9][CH3:10])[CH:3]=1. The yield is 1.00.